Dataset: TCR-epitope binding with 47,182 pairs between 192 epitopes and 23,139 TCRs. Task: Binary Classification. Given a T-cell receptor sequence (or CDR3 region) and an epitope sequence, predict whether binding occurs between them. (1) The epitope is ELAGIGILTV. The TCR CDR3 sequence is CASSYSIGTGRMETQYF. Result: 1 (the TCR binds to the epitope). (2) The epitope is SEPVLKGVKL. The TCR CDR3 sequence is CASSPRLVAGSAYNEQFF. Result: 0 (the TCR does not bind to the epitope). (3) The epitope is FLNGSCGSV. The TCR CDR3 sequence is CASSLGALYGTEAFF. Result: 0 (the TCR does not bind to the epitope). (4) The epitope is IVDTVSALV. The TCR CDR3 sequence is CASSLAGRADTQYF. Result: 0 (the TCR does not bind to the epitope). (5) The epitope is GVAMPNLYK. The TCR CDR3 sequence is CSVVDAAPGANVLTF. Result: 0 (the TCR does not bind to the epitope). (6) The epitope is LVLSVNPYV. The TCR CDR3 sequence is CASLSTSGSTDTQYF. Result: 0 (the TCR does not bind to the epitope). (7) The epitope is KLGGALQAK. The TCR CDR3 sequence is CASSVSGGITGELFF. Result: 1 (the TCR binds to the epitope).